From a dataset of Reaction yield outcomes from USPTO patents with 853,638 reactions. Predict the reaction yield, written as a fraction of the theoretical maximum amount of product (1.0 means a 100% yield; for example, 0.34 means a 34% yield). (1) The reactants are [CH3:1][C:2]1([CH3:23])[C:10]2[C:5](=[CH:6][C:7]([N+:12]([O-])=O)=[CH:8][C:9]=2[CH3:11])[N:4]([C:15]([O:17][C:18]([CH3:21])([CH3:20])[CH3:19])=[O:16])[C:3]1=[O:22]. The catalyst is [Pd].C(OCC)(=O)C. The product is [NH2:12][C:7]1[CH:6]=[C:5]2[C:10]([C:2]([CH3:23])([CH3:1])[C:3](=[O:22])[N:4]2[C:15]([O:17][C:18]([CH3:19])([CH3:20])[CH3:21])=[O:16])=[C:9]([CH3:11])[CH:8]=1. The yield is 1.04. (2) The reactants are [NH:1]1[CH:5]=[CH:4][N:3]=[C:2]1[NH:6][C:7]([C:9]1[C:17]2[N:16]=[C:15]([NH:18][C:19]([C:21]3[CH:22]=[C:23]4[C:28](=[CH:29][CH:30]=3)[CH2:27][NH:26][CH2:25][CH2:24]4)=[O:20])[NH:14][C:13]=2[CH:12]=[CH:11][CH:10]=1)=[O:8].[C:31]1([S:37](Cl)(=[O:39])=[O:38])[CH:36]=[CH:35][CH:34]=[CH:33][CH:32]=1.C(N(CC)CC)C.O.NN. The catalyst is CN(C=O)C.O. The product is [NH:3]1[CH:4]=[CH:5][N:1]=[C:2]1[NH:6][C:7]([C:9]1[C:17]2[N:16]=[C:15]([NH:18][C:19]([C:21]3[CH:22]=[C:23]4[C:28](=[CH:29][CH:30]=3)[CH2:27][N:26]([S:37]([C:31]3[CH:36]=[CH:35][CH:34]=[CH:33][CH:32]=3)(=[O:39])=[O:38])[CH2:25][CH2:24]4)=[O:20])[NH:14][C:13]=2[CH:12]=[CH:11][CH:10]=1)=[O:8]. The yield is 0.650. (3) The reactants are Cl.[Cl:2][C:3]1[CH:11]=[C:10]([NH:12][C:13]2[C:22]3[C:17](=[CH:18][CH:19]=[CH:20][C:21]=3[O:23][CH:24]3[CH2:29][CH2:28][N:27]([CH3:30])[CH2:26][CH2:25]3)[N:16]=[CH:15][N:14]=2)[CH:9]=[CH:8][C:4]=1[C:5]([OH:7])=O.CN(C(ON1N=NC2C=CC=NC1=2)=[N+](C)C)C.F[P-](F)(F)(F)(F)F.C(N(C(C)C)CC)(C)C.[NH:64]1[CH:73]2[CH:68]([CH2:69][CH2:70][CH2:71][CH2:72]2)[CH2:67][CH2:66][CH2:65]1.C(=O)([O-])O.[Na+]. The catalyst is CN1C(=O)CCC1. The product is [Cl:2][C:3]1[CH:11]=[C:10]([CH:9]=[CH:8][C:4]=1[C:5]([N:64]1[CH:73]2[CH:68]([CH2:69][CH2:70][CH2:71][CH2:72]2)[CH2:67][CH2:66][CH2:65]1)=[O:7])[NH:12][C:13]1[C:22]2[C:17](=[CH:18][CH:19]=[CH:20][C:21]=2[O:23][CH:24]2[CH2:29][CH2:28][N:27]([CH3:30])[CH2:26][CH2:25]2)[N:16]=[CH:15][N:14]=1. The yield is 0.420. (4) The reactants are [S:1]1[C:5]([C:6](=[O:8])[CH3:7])=[CH:4][C:3]2[CH:9]=[CH:10][CH:11]=[CH:12][C:2]1=2.CO[CH:15](OC)[N:16]([CH3:18])[CH3:17]. No catalyst specified. The product is [S:1]1[C:5]([C:6](=[O:8])/[CH:7]=[CH:15]/[N:16]([CH3:18])[CH3:17])=[CH:4][C:3]2[CH:9]=[CH:10][CH:11]=[CH:12][C:2]1=2. The yield is 0.840. (5) The reactants are [H-].[Na+].[C:3]1([C:9]2[NH:10][CH:11]=[C:12]([C:14]3[CH:19]=[CH:18][N:17]=[CH:16][CH:15]=3)[N:13]=2)[CH:8]=[CH:7][CH:6]=[CH:5][CH:4]=1.[CH3:20][Si:21]([CH3:28])([CH3:27])[CH2:22][CH2:23][O:24][CH2:25]Cl. The catalyst is CN(C=O)C. The product is [C:3]1([C:9]2[N:10]([CH2:25][O:24][CH2:23][CH2:22][Si:21]([CH3:28])([CH3:27])[CH3:20])[CH:11]=[C:12]([C:14]3[CH:15]=[CH:16][N:17]=[CH:18][CH:19]=3)[N:13]=2)[CH:4]=[CH:5][CH:6]=[CH:7][CH:8]=1. The yield is 0.750. (6) The reactants are C(N(C(C)C)CC)(C)C.Cl.[F:11][C:12]1[CH:17]=[C:16]([S:18]([CH3:21])(=[O:20])=[O:19])[CH:15]=[CH:14][C:13]=1[C:22]1[CH:27]=[CH:26][C:25]([O:28][CH2:29][CH:30]2[CH2:35][CH2:34][NH:33][CH2:32][CH2:31]2)=[CH:24][CH:23]=1.Cl[C:37]([O:39][CH:40]([CH3:42])[CH3:41])=[O:38]. The catalyst is C(Cl)Cl. The product is [F:11][C:12]1[CH:17]=[C:16]([S:18]([CH3:21])(=[O:20])=[O:19])[CH:15]=[CH:14][C:13]=1[C:22]1[CH:23]=[CH:24][C:25]([O:28][CH2:29][CH:30]2[CH2:35][CH2:34][N:33]([C:37]([O:39][CH:40]([CH3:42])[CH3:41])=[O:38])[CH2:32][CH2:31]2)=[CH:26][CH:27]=1. The yield is 0.980. (7) The reactants are [Br:1][C:2]1[CH:7]=[CH:6][CH:5]=[C:4]([N+:8]([O-:10])=[O:9])[C:3]=1[CH3:11].[N+:12]([O-])([OH:14])=[O:13]. The catalyst is OS(O)(=O)=O. The product is [Br:1][C:2]1[CH:7]=[CH:6][C:5]([N+:12]([O-:14])=[O:13])=[C:4]([N+:8]([O-:10])=[O:9])[C:3]=1[CH3:11]. The yield is 0.770. (8) The reactants are S(O[C:9]1[CH:14]=[C:13]([C:15]([F:18])([F:17])[F:16])[CH:12]=[CH:11][C:10]=1[Cl:19])(C(F)(F)F)(=O)=O.C1C=CC(P(C2C=CC=CC=2)CCCP(C2C=CC=CC=2)C2C=CC=CC=2)=CC=1.C(N(CC)CC)C.[C]=[O:57].C([O:60][CH2:61]C)C. The catalyst is [OH-].[Na+].CC([O-])=O.CC([O-])=O.[Pd+2].O.C(#N)C. The product is [Cl:19][C:10]1[CH:11]=[CH:12][C:13]([C:15]([F:18])([F:17])[F:16])=[CH:14][C:9]=1[C:61]([OH:60])=[O:57]. The yield is 0.350. (9) The yield is 0.550. The reactants are Cl[C:2]1[N:6]([CH2:7][CH:8]2[CH2:10][CH2:9]2)[N:5]=[CH:4][C:3]=1[N+:11]([O-:13])=[O:12].[F:14][C:15]([F:27])([F:26])[C:16]([NH:18][C@@H:19]1[CH2:25][CH2:24][CH2:23][NH:22][CH2:21][CH2:20]1)=[O:17]. No catalyst specified. The product is [CH:8]1([CH2:7][N:6]2[C:2]([N:22]3[CH2:23][CH2:24][CH2:25][C@@H:19]([NH:18][C:16](=[O:17])[C:15]([F:26])([F:14])[F:27])[CH2:20][CH2:21]3)=[C:3]([N+:11]([O-:13])=[O:12])[CH:4]=[N:5]2)[CH2:10][CH2:9]1. (10) The reactants are [OH:1][C:2]1[C:11]2[C:10]([CH3:13])([CH3:12])[CH2:9][CH2:8][C:7]([CH3:15])([CH3:14])[C:6]=2[CH:5]=[C:4]([CH:16]=[O:17])[CH:3]=1.[H-].[Na+].[C:20]([C:24]1[CH:31]=[CH:30][C:27]([CH2:28]Br)=[CH:26][CH:25]=1)([CH3:23])([CH3:22])[CH3:21]. No catalyst specified. The product is [C:20]([C:24]1[CH:25]=[CH:26][C:27]([CH2:28][O:1][C:2]2[C:11]3[C:10]([CH3:12])([CH3:13])[CH2:9][CH2:8][C:7]([CH3:15])([CH3:14])[C:6]=3[CH:5]=[C:4]([CH:16]=[O:17])[CH:3]=2)=[CH:30][CH:31]=1)([CH3:23])([CH3:21])[CH3:22]. The yield is 1.00.